Dataset: Full USPTO retrosynthesis dataset with 1.9M reactions from patents (1976-2016). Task: Predict the reactants needed to synthesize the given product. (1) Given the product [CH2:1]([N:4]([C@@H:33]([CH3:38])[C:34]([F:35])([F:37])[F:36])[S:5]([C:8]1[CH:13]=[N:12][C:11]([C:14]2[NH:15][C:16]3[C:21]([CH:22]=2)=[CH:20][CH:19]=[C:18]([CH:23]2[CH2:25][CH2:24]2)[CH:17]=3)=[CH:10][CH:9]=1)(=[O:6])=[O:7])[CH:2]=[CH2:3], predict the reactants needed to synthesize it. The reactants are: [CH2:1]([N:4]([C@@H:33]([CH3:38])[C:34]([F:37])([F:36])[F:35])[S:5]([C:8]1[CH:9]=[CH:10][C:11]([C:14]2[N:15](C(OC(C)(C)C)=O)[C:16]3[C:21]([CH:22]=2)=[CH:20][CH:19]=[C:18]([CH:23]2[CH2:25][CH2:24]2)[CH:17]=3)=[N:12][CH:13]=1)(=[O:7])=[O:6])[CH:2]=[CH2:3].N1CCCC1. (2) Given the product [CH2:1]([O:3][C:4](=[O:18])[C:5]([O:8][C:9]1[CH:14]=[CH:13][C:12]([CH2:15][NH:16][C:47]([C:46]2[C:41]([CH:38]3[CH2:40][CH2:39]3)=[N:42][C:43]([C:50]3[CH:51]=[CH:52][C:53]([C:56]([F:58])([F:59])[F:57])=[CH:54][CH:55]=3)=[N:44][CH:45]=2)=[O:48])=[C:11]([Cl:17])[CH:10]=1)([CH3:7])[CH3:6])[CH3:2], predict the reactants needed to synthesize it. The reactants are: [CH2:1]([O:3][C:4](=[O:18])[C:5]([O:8][C:9]1[CH:14]=[CH:13][C:12]([CH2:15][NH2:16])=[C:11]([Cl:17])[CH:10]=1)([CH3:7])[CH3:6])[CH3:2].ClC1C=C(O)C=CC=1C=O.C(CC(Br)(C)C([O-])=O)C.[CH:38]1([C:41]2[C:46]([C:47](O)=[O:48])=[CH:45][N:44]=[C:43]([C:50]3[CH:55]=[CH:54][C:53]([C:56]([F:59])([F:58])[F:57])=[CH:52][CH:51]=3)[N:42]=2)[CH2:40][CH2:39]1. (3) Given the product [F:21][C:22]1[CH:23]=[C:24]([S:29]([C:4]2([CH2:7][O:8][C:9]3[CH:18]=[CH:17][CH:16]=[C:15]4[C:10]=3[C:11]([NH2:20])=[N:12][C:13]([NH2:19])=[N:14]4)[CH2:5][CH2:6][NH:1][CH2:2][CH2:3]2)(=[O:30])=[O:31])[CH:25]=[CH:26][C:27]=1[F:28], predict the reactants needed to synthesize it. The reactants are: [NH:1]1[CH2:6][CH2:5][CH:4]([CH2:7][O:8][C:9]2[CH:18]=[CH:17][CH:16]=[C:15]3[C:10]=2[C:11]([NH2:20])=[N:12][C:13]([NH2:19])=[N:14]3)[CH2:3][CH2:2]1.[F:21][C:22]1[CH:23]=[C:24]([S:29](Cl)(=[O:31])=[O:30])[CH:25]=[CH:26][C:27]=1[F:28]. (4) Given the product [N:17]1[C:9]([C:6]2[CH:7]=[CH:8][C:3]([CH:1]=[C:20]([C:18]#[N:19])[C:21]([NH2:23])=[O:22])=[CH:4][CH:5]=2)=[C:10]2[C:14]([NH:13][CH:12]=[N:11]2)=[N:15][CH:16]=1, predict the reactants needed to synthesize it. The reactants are: [CH:1]([C:3]1[CH:8]=[CH:7][C:6]([C:9]2[N:17]=[CH:16][N:15]=[C:14]3[C:10]=2[NH:11][CH:12]=[N:13]3)=[CH:5][CH:4]=1)=O.[C:18]([CH2:20][C:21]([NH2:23])=[O:22])#[N:19].C1C=CC(P(C2C=CC=CC=2)C2C=CC=CC=2)=CC=1.